Dataset: NCI-60 drug combinations with 297,098 pairs across 59 cell lines. Task: Regression. Given two drug SMILES strings and cell line genomic features, predict the synergy score measuring deviation from expected non-interaction effect. (1) Drug 1: CCCCC(=O)OCC(=O)C1(CC(C2=C(C1)C(=C3C(=C2O)C(=O)C4=C(C3=O)C=CC=C4OC)O)OC5CC(C(C(O5)C)O)NC(=O)C(F)(F)F)O. Drug 2: CC1C(C(CC(O1)OC2CC(CC3=C2C(=C4C(=C3O)C(=O)C5=C(C4=O)C(=CC=C5)OC)O)(C(=O)CO)O)N)O.Cl. Cell line: SN12C. Synergy scores: CSS=43.2, Synergy_ZIP=-0.661, Synergy_Bliss=-1.89, Synergy_Loewe=-1.51, Synergy_HSA=-0.231. (2) Drug 1: C1=NC2=C(N=C(N=C2N1C3C(C(C(O3)CO)O)O)F)N. Drug 2: CS(=O)(=O)OCCCCOS(=O)(=O)C. Cell line: CCRF-CEM. Synergy scores: CSS=39.1, Synergy_ZIP=-4.51, Synergy_Bliss=-3.45, Synergy_Loewe=-17.9, Synergy_HSA=-2.09. (3) Drug 1: CC1=C2C(C(=O)C3(C(CC4C(C3C(C(C2(C)C)(CC1OC(=O)C(C(C5=CC=CC=C5)NC(=O)OC(C)(C)C)O)O)OC(=O)C6=CC=CC=C6)(CO4)OC(=O)C)OC)C)OC. Drug 2: N.N.Cl[Pt+2]Cl. Cell line: NCIH23. Synergy scores: CSS=38.7, Synergy_ZIP=1.61, Synergy_Bliss=1.59, Synergy_Loewe=-44.6, Synergy_HSA=1.44. (4) Drug 1: CN1CCC(CC1)COC2=C(C=C3C(=C2)N=CN=C3NC4=C(C=C(C=C4)Br)F)OC. Drug 2: CCC1(C2=C(COC1=O)C(=O)N3CC4=CC5=C(C=CC(=C5CN(C)C)O)N=C4C3=C2)O.Cl. Cell line: M14. Synergy scores: CSS=0.532, Synergy_ZIP=-5.63, Synergy_Bliss=0.663, Synergy_Loewe=-31.3, Synergy_HSA=-1.95.